Dataset: Full USPTO retrosynthesis dataset with 1.9M reactions from patents (1976-2016). Task: Predict the reactants needed to synthesize the given product. The reactants are: Br[C:2]1[CH:3]=[CH:4][C:5]([F:8])=[N:6][CH:7]=1.[B:9]1([B:9]2[O:13][C:12]([CH3:15])([CH3:14])[C:11]([CH3:17])([CH3:16])[O:10]2)[O:13][C:12]([CH3:15])([CH3:14])[C:11]([CH3:17])([CH3:16])[O:10]1.CC(C1C=C(C(C)C)C(C2C=CC=CC=2P(C2CCCCC2)C2CCCCC2)=C(C(C)C)C=1)C.C(=O)([O-])[O-].[K+].[K+]. Given the product [F:8][C:5]1[CH:4]=[CH:3][C:2]([B:9]2[O:13][C:12]([CH3:15])([CH3:14])[C:11]([CH3:17])([CH3:16])[O:10]2)=[CH:7][N:6]=1, predict the reactants needed to synthesize it.